Dataset: Catalyst prediction with 721,799 reactions and 888 catalyst types from USPTO. Task: Predict which catalyst facilitates the given reaction. Reactant: [C:1]([C:5]1[CH:33]=[CH:32][C:8]([NH:9][C:10]2[C:19]3[C:14](=[CH:15][CH:16]=[CH:17][CH:18]=3)[C:13]([CH2:20][C:21]3[CH:22]=[N:23][C:24]([O:30]C)=[C:25]([NH:27][CH2:28][CH3:29])[CH:26]=3)=[N:12][N:11]=2)=[CH:7][CH:6]=1)([CH3:4])([CH3:3])[CH3:2].[Si](I)(C)(C)C. Product: [C:1]([C:5]1[CH:6]=[CH:7][C:8]([NH:9][C:10]2[C:19]3[C:14](=[CH:15][CH:16]=[CH:17][CH:18]=3)[C:13]([CH2:20][C:21]3[CH:22]=[N:23][C:24]([OH:30])=[C:25]([NH:27][CH2:28][CH3:29])[CH:26]=3)=[N:12][N:11]=2)=[CH:32][CH:33]=1)([CH3:2])([CH3:3])[CH3:4]. The catalyst class is: 22.